This data is from Retrosynthesis with 50K atom-mapped reactions and 10 reaction types from USPTO. The task is: Predict the reactants needed to synthesize the given product. (1) Given the product O=[N+]([O-])c1cc(CO)cc(C(F)(F)F)c1, predict the reactants needed to synthesize it. The reactants are: COC(=O)c1cc([N+](=O)[O-])cc(C(F)(F)F)c1. (2) Given the product CCOC(=O)C=Cc1ccc(C(C)(C)C)cc1, predict the reactants needed to synthesize it. The reactants are: CC(C)(C)c1ccc(C=O)cc1.CCOC(=O)CP(=O)(OCC)OCC. (3) Given the product CCOC(=O)C1CCN(C)CC1, predict the reactants needed to synthesize it. The reactants are: C=O.CCOC(=O)C1CCNCC1. (4) Given the product Cc1cc([C@@H](C)NC(=O)c2ccc3nc(C4(C)CC4)ccc3c2)c(F)cc1NS(C)(=O)=O, predict the reactants needed to synthesize it. The reactants are: CC1(c2ccc3cc(C(=O)O)ccc3n2)CC1.Cc1cc([C@@H](C)N)c(F)cc1NS(C)(=O)=O. (5) The reactants are: CCOP(C)(=O)C(C(N)=O)c1csc2ccc(Cl)cc12.Fc1ccc(C=CBr)cc1F. Given the product CCOP(C)(=O)C(C(=O)NC=Cc1ccc(F)c(F)c1)c1csc2ccc(Cl)cc12, predict the reactants needed to synthesize it.